This data is from Forward reaction prediction with 1.9M reactions from USPTO patents (1976-2016). The task is: Predict the product of the given reaction. (1) Given the reactants [Br:1][C:2]1[CH:7]=[CH:6][C:5]([CH:8](Cl)[N:9]=[C:10]=[O:11])=[CH:4][CH:3]=1.[CH3:13][C:14]1([CH3:32])[NH:19][C:18](=[O:20])[CH:17]=[C:16]([NH:21][C:22]2[CH:27]=[CH:26][CH:25]=[C:24]([C:28]([F:31])([F:30])[F:29])[CH:23]=2)[CH2:15]1, predict the reaction product. The product is: [Br:1][C:2]1[CH:7]=[CH:6][C:5]([CH:8]2[NH:9][C:10](=[O:11])[N:21]([C:22]3[CH:27]=[CH:26][CH:25]=[C:24]([C:28]([F:29])([F:31])[F:30])[CH:23]=3)[C:16]3[CH2:15][C:14]([CH3:32])([CH3:13])[NH:19][C:18](=[O:20])[C:17]2=3)=[CH:4][CH:3]=1. (2) Given the reactants C(N(CC)CC)C.[CH2:8]([O:12][C:13]1[CH:21]=[CH:20][C:16]([C:17](Cl)=[O:18])=[CH:15][CH:14]=1)[C:9]#[C:10][CH3:11].[NH2:22][CH2:23][C:24]([N:33]1[CH2:38][CH2:37][N:36]([C:39]([O:41][C:42]([CH3:45])([CH3:44])[CH3:43])=[O:40])[CH2:35][CH2:34]1)([C:29]([O:31][CH3:32])=[O:30])[C:25]([O:27][CH3:28])=[O:26], predict the reaction product. The product is: [C:42]([O:41][C:39]([N:36]1[CH2:37][CH2:38][N:33]([C:24]([CH2:23][NH:22][C:17](=[O:18])[C:16]2[CH:20]=[CH:21][C:13]([O:12][CH2:8][C:9]#[C:10][CH3:11])=[CH:14][CH:15]=2)([C:29]([O:31][CH3:32])=[O:30])[C:25]([O:27][CH3:28])=[O:26])[CH2:34][CH2:35]1)=[O:40])([CH3:44])([CH3:45])[CH3:43]. (3) Given the reactants [F:1][C:2]([F:35])([F:34])[C:3]1[CH:4]=[C:5]([CH:27]=[C:28]([C:30]([F:33])([F:32])[F:31])[CH:29]=1)[CH2:6][N:7]1[CH2:14][CH2:13][CH2:12][O:11][C:10]2[N:15]=[C:16](Cl)[CH:17]=[C:18]([C:19]3[CH:24]=[CH:23][CH:22]=[CH:21][CH:20]=3)[C:9]=2[C:8]1=[O:26].[N:36]1([CH:42]2[CH2:47][CH2:46][NH:45][CH2:44][CH2:43]2)[CH2:41][CH2:40][CH2:39][CH2:38][CH2:37]1, predict the reaction product. The product is: [F:1][C:2]([F:35])([F:34])[C:3]1[CH:4]=[C:5]([CH:27]=[C:28]([C:30]([F:33])([F:32])[F:31])[CH:29]=1)[CH2:6][N:7]1[CH2:14][CH2:13][CH2:12][O:11][C:10]2[N:15]=[C:16]([N:45]3[CH2:46][CH2:47][CH:42]([N:36]4[CH2:41][CH2:40][CH2:39][CH2:38][CH2:37]4)[CH2:43][CH2:44]3)[CH:17]=[C:18]([C:19]3[CH:24]=[CH:23][CH:22]=[CH:21][CH:20]=3)[C:9]=2[C:8]1=[O:26]. (4) Given the reactants [Cl:1][C:2]1[CH:3]=[C:4]([N+:14]([O-:16])=[O:15])[C:5]([C:8]#CC(C)(O)C)=[N:6][CH:7]=1.[O-:17][Mn](=O)(=O)=O.[K+].[OH-:23].[Na+], predict the reaction product. The product is: [Cl:1][C:2]1[CH:3]=[C:4]([N+:14]([O-:16])=[O:15])[C:5]([C:8]([OH:17])=[O:23])=[N:6][CH:7]=1. (5) The product is: [Br:6][C:7]1[CH:18]=[CH:17][C:10]2[CH:11]=[CH:12][S:13][C:9]=2[CH:8]=1. Given the reactants CN(C=O)C.[Br:6][C:7]1[CH:18]=[CH:17][C:10]2[CH:11]=[C:12](C(O)=O)[S:13][C:9]=2[CH:8]=1.C1CCN2C(=NCCC2)CC1, predict the reaction product. (6) Given the reactants [NH2:1][C:2]1[CH:7]=[CH:6][C:5]([F:8])=[CH:4][C:3]=1[NH:9][C:10]1[C:18]2[O:17][CH2:16][C@@H:15]([N:19]([C:34](=[O:39])[C:35]([F:38])([F:37])[F:36])[C:20]3[CH:33]=[CH:32][C:23]4[C@H:24]([CH2:27][C:28]([O:30][CH3:31])=[O:29])[CH2:25][O:26][C:22]=4[CH:21]=3)[C:14]=2[CH:13]=[CH:12][CH:11]=1.[O:40]1[CH2:45][CH2:44][CH:43]([C:46](O)=O)[CH2:42][CH2:41]1.Cl.CN(C)CCCN=C=NCC.O.ON1C2C=CC=CC=2N=N1.C(=O)([O-])O.[Na+], predict the reaction product. The product is: [F:8][C:5]1[CH:6]=[CH:7][C:2]2[N:1]=[C:46]([CH:43]3[CH2:44][CH2:45][O:40][CH2:41][CH2:42]3)[N:9]([C:10]3[C:18]4[O:17][CH2:16][C@@H:15]([N:19]([C:34](=[O:39])[C:35]([F:37])([F:38])[F:36])[C:20]5[CH:33]=[CH:32][C:23]6[C@H:24]([CH2:27][C:28]([O:30][CH3:31])=[O:29])[CH2:25][O:26][C:22]=6[CH:21]=5)[C:14]=4[CH:13]=[CH:12][CH:11]=3)[C:3]=2[CH:4]=1. (7) Given the reactants [NH2:1][C:2]1[N:7]=[C:6]([N:8]2[C@H:13]([CH3:14])[CH2:12][CH2:11][C@H:10]([C:15]([NH:17][CH2:18][C:19]3[CH:24]=[CH:23][C:22]([CH3:25])=[CH:21][CH:20]=3)=[O:16])[CH2:9]2)[CH:5]=[C:4]([C:26]2[CH:31]=[CH:30][C:29]([C:32]#[N:33])=[C:28](F)[CH:27]=2)[N:3]=1.CCO.CCN(C(C)C)C(C)C.[NH2:47][NH2:48], predict the reaction product. The product is: [NH2:1][C:2]1[N:7]=[C:6]([N:8]2[C@H:13]([CH3:14])[CH2:12][CH2:11][C@H:10]([C:15]([NH:17][CH2:18][C:19]3[CH:24]=[CH:23][C:22]([CH3:25])=[CH:21][CH:20]=3)=[O:16])[CH2:9]2)[CH:5]=[C:4]([C:26]2[CH:27]=[C:28]3[C:29]([C:32]([NH2:33])=[N:47][NH:48]3)=[CH:30][CH:31]=2)[N:3]=1. (8) Given the reactants [CH2:1]([N:8]1[CH:12]=[C:11]([C:13]2[N:18]3[N:19]=[C:20]([NH2:22])[N:21]=[C:17]3[CH:16]=[CH:15][N:14]=2)[CH:10]=[N:9]1)[C:2]1[CH:7]=[CH:6][CH:5]=[CH:4][CH:3]=1.Br[C:24]1[CH:37]=[CH:36][C:27]([O:28][CH2:29][CH2:30][N:31]2[CH2:35][CH2:34][CH2:33][CH2:32]2)=[CH:26][CH:25]=1.CC1(C)C2C(=C(P(C3C=CC=CC=3)C3C=CC=CC=3)C=CC=2)OC2C(P(C3C=CC=CC=3)C3C=CC=CC=3)=CC=CC1=2.CC(C)([O-])C.[Na+], predict the reaction product. The product is: [CH2:1]([N:8]1[CH:12]=[C:11]([C:13]2[N:18]3[N:19]=[C:20]([NH:22][C:24]4[CH:25]=[CH:26][C:27]([O:28][CH2:29][CH2:30][N:31]5[CH2:32][CH2:33][CH2:34][CH2:35]5)=[CH:36][CH:37]=4)[N:21]=[C:17]3[CH:16]=[CH:15][N:14]=2)[CH:10]=[N:9]1)[C:2]1[CH:3]=[CH:4][CH:5]=[CH:6][CH:7]=1. (9) The product is: [C:42]1([S:48]([NH:40][C:6]2[CH:5]=[C:4]([CH:9]=[CH:8][C:7]=2[O:10][C:11]2[CH:16]=[CH:15][C:14]([C:17]3[CH:22]=[CH:21][C:20](/[CH:23]=[CH:24]/[C:25]4[N:26]([CH2:38][CH3:39])[CH:27]=[C:28]([C:30]5[CH:35]=[CH:34][C:33]([Cl:36])=[CH:32][C:31]=5[Cl:37])[N:29]=4)=[CH:19][CH:18]=3)=[CH:13][CH:12]=2)[C:3]([OH:2])=[O:41])(=[O:50])=[O:49])[CH:47]=[CH:46][CH:45]=[CH:44][CH:43]=1. Given the reactants C[O:2][C:3](=[O:41])[C:4]1[CH:9]=[CH:8][C:7]([O:10][C:11]2[CH:16]=[CH:15][C:14]([C:17]3[CH:22]=[CH:21][C:20](/[CH:23]=[CH:24]/[C:25]4[N:26]([CH2:38][CH3:39])[CH:27]=[C:28]([C:30]5[CH:35]=[CH:34][C:33]([Cl:36])=[CH:32][C:31]=5[Cl:37])[N:29]=4)=[CH:19][CH:18]=3)=[CH:13][CH:12]=2)=[C:6]([NH2:40])[CH:5]=1.[C:42]1([S:48](Cl)(=[O:50])=[O:49])[CH:47]=[CH:46][CH:45]=[CH:44][CH:43]=1, predict the reaction product. (10) Given the reactants [C:1]([O:4][CH2:5][C:6]([CH3:36])([CH3:35])[CH2:7][N:8]1[C:14]2[CH:15]=[CH:16][C:17]([Cl:19])=[CH:18][C:13]=2[C@@H:12]([C:20]2[CH:25]=[CH:24][CH:23]=[C:22]([O:26][CH3:27])[C:21]=2[O:28][CH3:29])[O:11][C@H:10]([CH2:30][C:31](O)=[O:32])[C:9]1=[O:34])(=[O:3])[CH3:2].C(N(CC)CC)C.ClC(OCC(C)C)=O.Cl.[NH2:53][C:54]1[CH:55]=[C:56]([CH2:68][CH3:69])[C:57]2[O:61][C:60]([C:62]([O:64][CH2:65][CH3:66])=[O:63])=[CH:59][C:58]=2[CH:67]=1.N1C=CC=CC=1, predict the reaction product. The product is: [C:1]([O:4][CH2:5][C:6]([CH3:36])([CH3:35])[CH2:7][N:8]1[C:14]2[CH:15]=[CH:16][C:17]([Cl:19])=[CH:18][C:13]=2[C@@H:12]([C:20]2[CH:25]=[CH:24][CH:23]=[C:22]([O:26][CH3:27])[C:21]=2[O:28][CH3:29])[O:11][C@H:10]([CH2:30][C:31]([NH:53][C:54]2[CH:55]=[C:56]([CH2:68][CH3:69])[C:57]3[O:61][C:60]([C:62]([O:64][CH2:65][CH3:66])=[O:63])=[CH:59][C:58]=3[CH:67]=2)=[O:32])[C:9]1=[O:34])(=[O:3])[CH3:2].